This data is from Experimentally validated miRNA-target interactions with 360,000+ pairs, plus equal number of negative samples. The task is: Binary Classification. Given a miRNA mature sequence and a target amino acid sequence, predict their likelihood of interaction. (1) The miRNA is hsa-miR-5685 with sequence ACAGCCCAGCAGUUAUCACGGG. The protein sequence of the target gene is MSDKRQSSHVQSQRIPESFRENSKTELGACGWILVAASFFFVIITFPISIWICIKIVKEYERVIIFRLGRILQGGAKGPGLFFILPCTDSLIKVDMRTISFDIPPQEVLTKDSVTISVDGVVYYRVQNATLAVANITNADSATRLLAQTTLRNALGTKNLSQILSDREEIAHHMQSTLDDATDDWGIKVERVEIKDVKLPVQLQRAMAAEAEAAREARAKVIAAEGEMNASRALKEASMVITESPAALQLRYLQTLTTIAAEKNSTIVFPLPVDMLQGIMGSNH. Result: 0 (no interaction). (2) The miRNA is hsa-miR-7515 with sequence AGAAGGGAAGAUGGUGAC. The protein sequence of the target gene is MNRIRKFFRGSGRVLAFIFVASVIWLLFDMAALRLSFSEINTRVIKEDIVRRERIGFRVQPDQGKIFYSSIKEMKPPLRGHGKGAWGKENVRKTEESVLKVEVDLDQTQRERKMQNALGRGKVVPLWHPAHLQTLPVTPNKQKTDGRGTKPEASSHQGTPKQTTAQGAPKTSFIAAKGTQVVKISVHMGRVSLKQEPRKSHSPSSDTSKLAAERDLNVTISLSTDRPKQRSQAVANERAHPASTAVPKSGEAMALNKTKTQSKEVNANKHKANTSLPFPKFTVNSNRLRKQSINETPLGS.... Result: 0 (no interaction). (3) The miRNA is hsa-miR-6730-3p with sequence CCUGACACCCCAUCUGCCCUCA. The protein sequence of the target gene is MSVVTGGGEAAGGGGGGGARVFFQSPRGGTGGSPGSSSSSGSSREDSAPVTTVAAAGQVQQQQRRHQQGKVTVKYDRKELRKRLVLEEWIVEQLGQLYGCEEEEMPDVEIDIDDLLDANSEEERASKLQEALVDCYKPTEEFIRELLSRIRGMRKLSPPQKKSV. Result: 0 (no interaction). (4) The miRNA is mmu-miR-342-5p with sequence AGGGGUGCUAUCUGUGAUUGAG. The protein sequence of the target gene is MQTQEILRILRLPELGDLGQFFRSLSATTLVSMGALAAILAYWFTHRPKALQPPCNLLMQSEEVEDSGGARRSVIGSGPQLLTHYYDDARTMYQVFRRGLSISGNGPCLGFRKPKQPYQWLSYQEVADRAEFLGSGLLQHNCKACTDQFIGVFAQNRPEWIIVELACYTYSMVVVPLYDTLGPGAIRYIINTADISTVIVDKPQKAVLLLEHVERKETPGLKLIILMDPFEEALKERGQKCGVVIKSMQAVEDCGQENHQAPVPPQPDDLSIVCFTSGTTGNPKGAMLTHGNVVADFSGF.... Result: 0 (no interaction). (5) The miRNA is hsa-miR-451b with sequence UAGCAAGAGAACCAUUACCAUU. The protein sequence of the target gene is MTMRSAVFKAAAAPAGGNPEQRLDYERAAALGGPEDEPGAAEAHFLPRHRKLKEPGPPLASSQGGSPAPSPAGCGGKGRGLLLPAGAAPGQQEESWGGSVPLPCPPPATKQAGIGGEPAAAGAGCSPRPKYQAVLPIQTGSLVAAAKEPTPWAGDKGGAASPAATASDPAGPPPLPLPGPPPLAPTATAGTLAASEGRWKSMRKSPLGGGGGSGASSQAACLKQILLLQLDLIEQQQQQLQAKEKEIEELKSERDTLLARIERMERRMQLVKKDNEKERHKLFQGYETEEREETELSEKI.... Result: 1 (interaction).